From a dataset of Forward reaction prediction with 1.9M reactions from USPTO patents (1976-2016). Predict the product of the given reaction. Given the reactants [C:1]([C:4]1[S:8][CH:7]=[C:6]([C:9]2[CH:10]=[C:11]3[C:15](=[C:16]([C:18]([NH2:20])=[O:19])[CH:17]=2)[NH:14][CH:13]=[C:12]3[CH:21]2[CH2:26][CH2:25][N:24]([S:27]([CH2:30][CH3:31])(=[O:29])=[O:28])[CH2:23][CH2:22]2)[CH:5]=1)(=O)[CH3:2].C([BH3-])#N.[Na+].[NH:36]1[CH2:40][CH2:39][CH2:38][CH2:37]1, predict the reaction product. The product is: [CH2:30]([S:27]([N:24]1[CH2:23][CH2:22][CH:21]([C:12]2[C:11]3[C:15](=[C:16]([C:18]([NH2:20])=[O:19])[CH:17]=[C:9]([C:6]4[CH:5]=[C:4]([C@H:1]([N:36]5[CH2:40][CH2:39][CH2:38][CH2:37]5)[CH3:2])[S:8][CH:7]=4)[CH:10]=3)[NH:14][CH:13]=2)[CH2:26][CH2:25]1)(=[O:29])=[O:28])[CH3:31].